From a dataset of Forward reaction prediction with 1.9M reactions from USPTO patents (1976-2016). Predict the product of the given reaction. (1) The product is: [N+:12]([C:11]1[C:6]([C:4](=[O:3])[CH3:5])=[N:7][CH:8]=[CH:9][CH:10]=1)([O-:14])=[O:13]. Given the reactants C([O:3][C:4]([C:6]1[C:11]([N+:12]([O-:14])=[O:13])=[CH:10][CH:9]=[CH:8][N:7]=1)=[CH2:5])C.Cl.[OH-].[Na+].C(=O)(O)[O-].[Na+], predict the reaction product. (2) The product is: [F:3][C:4]1[C:5]([CH2:16][N:17]([CH3:25])[C:18](=[O:24])[O:19][C:20]([CH3:21])([CH3:22])[CH3:23])=[CH:6][N:7]([S:51]([C:47]2[CH:48]=[CH:49][CH:50]=[C:45]([S:42]([CH3:41])(=[O:44])=[O:43])[CH:46]=2)(=[O:53])=[O:52])[C:8]=1[C:9]1[C:10]([F:15])=[N:11][CH:12]=[CH:13][CH:14]=1. Given the reactants [H-].[Na+].[F:3][C:4]1[C:5]([CH2:16][N:17]([CH3:25])[C:18](=[O:24])[O:19][C:20]([CH3:23])([CH3:22])[CH3:21])=[CH:6][NH:7][C:8]=1[C:9]1[C:10]([F:15])=[N:11][CH:12]=[CH:13][CH:14]=1.C1OCCOCCOCCOCCOC1.[CH3:41][S:42]([C:45]1[CH:46]=[C:47]([S:51](Cl)(=[O:53])=[O:52])[CH:48]=[CH:49][CH:50]=1)(=[O:44])=[O:43], predict the reaction product. (3) Given the reactants C([S@]([NH:7][C@@H:8]1[CH2:17][CH2:16][CH2:15][C:14]2[CH:13]=[C:12]([C:18]([O:20][CH2:21][CH3:22])=[O:19])[CH:11]=[CH:10][C:9]1=2)=O)(C)(C)C.[ClH:23].O1CCOCC1, predict the reaction product. The product is: [ClH:23].[NH2:7][C@@H:8]1[CH2:17][CH2:16][CH2:15][C:14]2[CH:13]=[C:12]([C:18]([O:20][CH2:21][CH3:22])=[O:19])[CH:11]=[CH:10][C:9]1=2. (4) The product is: [OH:26][CH2:25][CH2:24][N:7]1[CH:8]=[C:9]([C:10]([NH:12][CH2:13][C:14]2[CH:19]=[CH:18][C:17]([C:20]([F:22])([F:21])[F:23])=[CH:16][CH:15]=2)=[O:11])[C:5]([O:4][CH:1]([CH3:3])[CH3:2])=[N:6]1. Given the reactants [CH:1]([O:4][C:5]1[C:9]([C:10]([NH:12][CH2:13][C:14]2[CH:19]=[CH:18][C:17]([C:20]([F:23])([F:22])[F:21])=[CH:16][CH:15]=2)=[O:11])=[CH:8][N:7]([CH2:24][C:25](OCC)=[O:26])[N:6]=1)([CH3:3])[CH3:2].O1CCCC1CCO.[BH4-].[Na+], predict the reaction product. (5) Given the reactants [C@@H:1]12[CH2:7][NH:6][C@@H:5]1[CH2:4][N:3]([C:8]([O:10][CH2:11][C:12]1[CH:17]=[CH:16][CH:15]=[CH:14][CH:13]=1)=[O:9])[CH2:2]2.C([O-])([O-])=O.[Cs+].[Cs+].Br[C:25]1[CH:26]=[N:27][CH:28]=[C:29]([C:31]#[N:32])[CH:30]=1, predict the reaction product. The product is: [C:31]([C:29]1[CH:30]=[C:25]([N:6]2[CH2:7][C@@H:1]3[C@H:5]2[CH2:4][N:3]([C:8]([O:10][CH2:11][C:12]2[CH:17]=[CH:16][CH:15]=[CH:14][CH:13]=2)=[O:9])[CH2:2]3)[CH:26]=[N:27][CH:28]=1)#[N:32]. (6) Given the reactants C([Si](C)(C)[N:6]1[C:14]2[C:9](=[CH:10][CH:11]=[CH:12][C:13]=2[F:15])[CH:8]=[CH:7]1)(C)(C)C.Cl[C:19]1[CH:24]=[CH:23][N:22]=[C:21]([NH:25][CH:26]2[CH2:31][C:30]([CH3:33])([CH3:32])[NH:29][C:28]([CH3:35])([CH3:34])[CH2:27]2)[N:20]=1.CCCC[N+](CCCC)(CCCC)CCCC.[F-], predict the reaction product. The product is: [F:15][C:13]1[CH:12]=[CH:11][CH:10]=[C:9]2[C:14]=1[NH:6][CH:7]=[C:8]2[C:23]1[CH:24]=[CH:19][N:20]=[C:21]([NH:25][CH:26]2[CH2:31][C:30]([CH3:33])([CH3:32])[NH:29][C:28]([CH3:35])([CH3:34])[CH2:27]2)[N:22]=1.